This data is from Catalyst prediction with 721,799 reactions and 888 catalyst types from USPTO. The task is: Predict which catalyst facilitates the given reaction. (1) Reactant: [OH-].[Na+:2].[CH3:3][C:4]1[N:5]=[C:6]([C:10]2[CH:11]=[N:12][N:13]([CH3:19])[C:14]=2[C:15]([O:17]C)=[O:16])[S:7][C:8]=1[CH3:9]. Product: [CH3:3][C:4]1[N:5]=[C:6]([C:10]2[CH:11]=[N:12][N:13]([CH3:19])[C:14]=2[C:15]([O-:17])=[O:16])[S:7][C:8]=1[CH3:9].[Na+:2]. The catalyst class is: 5. (2) Reactant: [I:1][C:2]1[CH:3]=[C:4]([CH:8]=[CH:9][C:10]=1C)[C:5]([OH:7])=O.S(Cl)(Cl)=O.[N:16]1([C:21]2[CH:22]=[C:23]([CH:25]=[C:26]([C:28]([F:31])([F:30])[F:29])[CH:27]=2)[NH2:24])[CH:20]=[CH:19][N:18]=[CH:17]1.[CH:32](N(C(C)C)CC)(C)C. Product: [N:16]1([C:21]2[CH:22]=[C:23]([NH:24][C:5](=[O:7])[C:4]3[CH:8]=[CH:9][CH:10]=[C:2]([I:1])[C:3]=3[CH3:32])[CH:25]=[C:26]([C:28]([F:29])([F:30])[F:31])[CH:27]=2)[CH:20]=[CH:19][N:18]=[CH:17]1. The catalyst class is: 2. (3) Reactant: [N+:1]([C:4]1[CH:5]=[C:6]([CH:9]=[C:10]([N+:12]([O-:14])=[O:13])[CH:11]=1)[CH2:7][OH:8])([O-:3])=[O:2].[F:15][C:16]([F:42])([F:41])[CH2:17][CH2:18][CH2:19][O:20][C:21]1[CH:40]=[CH:39][C:24]([C:25]([O:27][C:28]2[CH:33]=[CH:32][C:31](/[CH:34]=[CH:35]/[C:36](O)=[O:37])=[CH:30][CH:29]=2)=[O:26])=[CH:23][CH:22]=1.Cl.CN(C)CCCN=C=NCC. Product: [F:15][C:16]([F:41])([F:42])[CH2:17][CH2:18][CH2:19][O:20][C:21]1[CH:40]=[CH:39][C:24]([C:25]([O:27][C:28]2[CH:33]=[CH:32][C:31](/[CH:34]=[CH:35]/[C:36]([O:8][CH2:7][C:6]3[CH:5]=[C:4]([N+:1]([O-:3])=[O:2])[CH:11]=[C:10]([N+:12]([O-:14])=[O:13])[CH:9]=3)=[O:37])=[CH:30][CH:29]=2)=[O:26])=[CH:23][CH:22]=1. The catalyst class is: 119. (4) Reactant: [F:1][C:2]1[CH:17]=[CH:16][C:5]([O:6][C:7]2[N:15]=[CH:14][CH:13]=[CH:12][C:8]=2[C:9]([OH:11])=O)=[CH:4][CH:3]=1.ON1C2C=CC=CC=2N=N1.Cl.CN(C)CCCN=C=NCC.[C:40]([O:44][C:45](=[O:56])[NH:46][CH2:47][C:48]1[CH:53]=[CH:52][C:51]([CH2:54][NH2:55])=[CH:50][CH:49]=1)([CH3:43])([CH3:42])[CH3:41].CN1CCOCC1. Product: [C:40]([O:44][C:45](=[O:56])[NH:46][CH2:47][C:48]1[CH:49]=[CH:50][C:51]([CH2:54][NH:55][C:9]([C:8]2[C:7]([O:6][C:5]3[CH:4]=[CH:3][C:2]([F:1])=[CH:17][CH:16]=3)=[N:15][CH:14]=[CH:13][CH:12]=2)=[O:11])=[CH:52][CH:53]=1)([CH3:43])([CH3:41])[CH3:42]. The catalyst class is: 9.